From a dataset of Forward reaction prediction with 1.9M reactions from USPTO patents (1976-2016). Predict the product of the given reaction. (1) Given the reactants [CH3:1][C:2]1([CH3:14])[O:6][C:5](=[O:7])[NH:4][CH:3]1[C:8]1[CH:9]=[N:10][CH:11]=[CH:12][CH:13]=1.I[C:16]1[CH:34]=[CH:33][C:19]([C:20]([NH:22][C:23]2[CH:24]=[CH:25][CH:26]=[C:27]3[C:32]=2[N:31]=[CH:30][CH:29]=[CH:28]3)=[O:21])=[CH:18][CH:17]=1.P([O-])([O-])([O-])=O.[K+].[K+].[K+].CNCCNC, predict the reaction product. The product is: [CH3:1][C:2]1([CH3:14])[O:6][C:5](=[O:7])[N:4]([C:16]2[CH:34]=[CH:33][C:19]([C:20]([NH:22][C:23]3[CH:24]=[CH:25][CH:26]=[C:27]4[C:32]=3[N:31]=[CH:30][CH:29]=[CH:28]4)=[O:21])=[CH:18][CH:17]=2)[CH:3]1[C:8]1[CH:9]=[N:10][CH:11]=[CH:12][CH:13]=1. (2) Given the reactants C[O:2][C:3](=[O:37])[C@@H:4]([NH:24][C:25]([C:27]1[CH:32]=[C:31]([O:33][CH2:34][CH3:35])[CH:30]=[CH:29][C:28]=1[Br:36])=[O:26])[CH2:5][C:6]1[CH:11]=[CH:10][C:9]([C:12]2[C:17]([O:18][CH3:19])=[CH:16][C:15]([C:20]#[N:21])=[CH:14][C:13]=2[O:22][CH3:23])=[CH:8][CH:7]=1.[OH-].[Li+].Cl, predict the reaction product. The product is: [Br:36][C:28]1[CH:29]=[CH:30][C:31]([O:33][CH2:34][CH3:35])=[CH:32][C:27]=1[C:25]([NH:24][C@@H:4]([CH2:5][C:6]1[CH:7]=[CH:8][C:9]([C:12]2[C:13]([O:22][CH3:23])=[CH:14][C:15]([C:20]#[N:21])=[CH:16][C:17]=2[O:18][CH3:19])=[CH:10][CH:11]=1)[C:3]([OH:37])=[O:2])=[O:26]. (3) Given the reactants [CH2:1]([C@@:4]1([CH3:35])[CH2:9][C@H:8]([C:10]2[CH:15]=[CH:14][CH:13]=[C:12]([Cl:16])[CH:11]=2)[C@@H:7]([C:17]2[CH:22]=[CH:21][C:20]([Cl:23])=[CH:19][CH:18]=2)[N:6]([C@@H:24]([CH2:32][CH3:33])[CH2:25][N:26]2[CH2:31][CH2:30][O:29][CH2:28][CH2:27]2)[C:5]1=[O:34])[CH:2]=C.C1C[O:39]CC1.C[N+]1([O-])CCOCC1.I([O-])(=O)(=O)=O.[Na+], predict the reaction product. The product is: [Cl:16][C:12]1[CH:11]=[C:10]([C@@H:8]2[C@@H:7]([C:17]3[CH:22]=[CH:21][C:20]([Cl:23])=[CH:19][CH:18]=3)[N:6]([C@@H:24]([CH2:32][CH3:33])[CH2:25][N:26]3[CH2:31][CH2:30][O:29][CH2:28][CH2:27]3)[C:5](=[O:34])[C@:4]([CH2:1][CH:2]=[O:39])([CH3:35])[CH2:9]2)[CH:15]=[CH:14][CH:13]=1. (4) Given the reactants [F:1][C:2]1[C:3]([C:9]2[N:13]([CH:14]3[CH2:19][CH2:18][O:17][CH2:16][CH2:15]3)[C:12]([CH3:20])=[N:11][CH:10]=2)=[N:4][C:5]([NH2:8])=[N:6][CH:7]=1.Cl[C:22]1[CH:27]=[CH:26][C:25]([C:28]([F:31])([F:30])[F:29])=[CH:24][N:23]=1, predict the reaction product. The product is: [F:1][C:2]1[C:3]([C:9]2[N:13]([CH:14]3[CH2:19][CH2:18][O:17][CH2:16][CH2:15]3)[C:12]([CH3:20])=[N:11][CH:10]=2)=[N:4][C:5]([NH:8][C:22]2[CH:27]=[CH:26][C:25]([C:28]([F:31])([F:30])[F:29])=[CH:24][N:23]=2)=[N:6][CH:7]=1. (5) Given the reactants [C:1]1([C:11](Cl)=[O:12])[C:10]2[CH2:9][CH2:8][CH2:7][CH2:6][C:5]=2[CH:4]=[CH:3][CH:2]=1.[NH2:14][C:15]1[C:16]([C:21]([NH:23][CH2:24][CH:25]2[CH2:30][CH2:29][O:28][CH2:27][CH2:26]2)=[O:22])=[N:17][CH:18]=[CH:19][CH:20]=1, predict the reaction product. The product is: [C:1]1([C:11]([NH:14][C:15]2[C:16]([C:21]([NH:23][CH2:24][CH:25]3[CH2:26][CH2:27][O:28][CH2:29][CH2:30]3)=[O:22])=[N:17][CH:18]=[CH:19][CH:20]=2)=[O:12])[C:10]2[CH2:9][CH2:8][CH2:7][CH2:6][C:5]=2[CH:4]=[CH:3][CH:2]=1. (6) Given the reactants [NH2:1][C:2]1[S:6][CH:5]=[C:4]([C:7]2[S:8][CH:9]=[CH:10][CH:11]=2)[C:3]=1[C:12]([O:14]CC)=O.[C:17]([C:19]([O:21][CH2:22][CH3:23])=[O:20])#[N:18], predict the reaction product. The product is: [O:14]=[C:12]1[NH:18][C:17]([C:19]([O:21][CH2:22][CH3:23])=[O:20])=[N:1][C:2]2[S:6][CH:5]=[C:4]([C:7]3[S:8][CH:9]=[CH:10][CH:11]=3)[C:3]1=2. (7) Given the reactants Cl[CH2:2][C:3](=O)[CH2:4][C:5]([O-:7])=[O:6].[C:9]([NH2:12])(=[O:11])[CH3:10].[C:13](O)(=O)[CH3:14], predict the reaction product. The product is: [CH2:13]([O:7][C:5]([C:4]1[O:11][C:9]([CH3:10])=[N:12][C:3]=1[CH3:2])=[O:6])[CH3:14].